This data is from Full USPTO retrosynthesis dataset with 1.9M reactions from patents (1976-2016). The task is: Predict the reactants needed to synthesize the given product. Given the product [CH2:1]([O:3][C:4](=[O:8])[CH2:5][CH2:6][N:9]1[C:13]2[CH:14]=[CH:15][CH:16]=[CH:17][C:12]=2[N:11]=[CH:10]1)[CH3:2], predict the reactants needed to synthesize it. The reactants are: [CH2:1]([O:3][C:4](=[O:8])[CH2:5][CH2:6]Br)[CH3:2].[N:9]1[C:13]2[CH:14]=[CH:15][CH:16]=[CH:17][C:12]=2[NH:11][CH:10]=1.C(=O)([O-])[O-].[K+].[K+].